This data is from Forward reaction prediction with 1.9M reactions from USPTO patents (1976-2016). The task is: Predict the product of the given reaction. (1) Given the reactants [F:1][C:2]1[C:3]([CH2:26][N:27](C)[C:28](=O)[O:29][C:30]([CH3:33])(C)C)=[CH:4][N:5]([S:17]([C:20]2[CH:21]=[N:22][CH:23]=[CH:24][CH:25]=2)(=[O:19])=[O:18])[C:6]=1[C:7]1[C:8]([C:13]([F:16])([F:15])[F:14])=[N:9][CH:10]=[CH:11][CH:12]=1.[C:36]([O:39]CC)(=[O:38])[CH3:37].Cl.C([OH:45])C, predict the reaction product. The product is: [C:30]([OH:29])(=[O:45])/[CH:33]=[CH:37]/[C:36]([OH:39])=[O:38].[F:1][C:2]1[C:3]([CH2:26][NH:27][CH3:28])=[CH:4][N:5]([S:17]([C:20]2[CH:21]=[N:22][CH:23]=[CH:24][CH:25]=2)(=[O:19])=[O:18])[C:6]=1[C:7]1[C:8]([C:13]([F:16])([F:15])[F:14])=[N:9][CH:10]=[CH:11][CH:12]=1. (2) Given the reactants [BH4-].[Na+].[Br:3][C:4]1[CH:12]=[CH:11][C:10]([F:13])=[C:9]2[C:5]=1[CH2:6][CH2:7][C:8]2=[O:14], predict the reaction product. The product is: [Br:3][C:4]1[CH:12]=[CH:11][C:10]([F:13])=[C:9]2[C:5]=1[CH2:6][CH2:7][CH:8]2[OH:14]. (3) Given the reactants [CH3:1][O:2][C:3]([C@@H:5]1[CH2:9][C@@H:8]([S:10]([C:13]2[CH:18]=[CH:17][CH:16]=[CH:15][C:14]=2[Cl:19])(=[O:12])=[O:11])[CH2:7][N:6]1[C:20](=S)[CH2:21][C:22](=O)[CH3:23])=[O:4].S(O)(O)(=O)=O.[CH2:31]([NH:39][NH2:40])[CH2:32][C:33]1[CH:38]=[CH:37][CH:36]=[CH:35][CH:34]=1, predict the reaction product. The product is: [CH3:1][O:2][C:3]([C@@H:5]1[CH2:9][C@@H:8]([S:10]([C:13]2[CH:18]=[CH:17][CH:16]=[CH:15][C:14]=2[Cl:19])(=[O:12])=[O:11])[CH2:7][N:6]1[C:20]1[N:39]([CH2:31][CH2:32][C:33]2[CH:38]=[CH:37][CH:36]=[CH:35][CH:34]=2)[N:40]=[C:22]([CH3:23])[CH:21]=1)=[O:4]. (4) Given the reactants [CH2:1]([O:3][P:4]([CH2:9][C:10]1[CH:15]=[CH:14][C:13]([NH:16][C:17]2[N:22]=[C:21]([NH:23][C:24]3[C:29]4[C:30](=[O:34])[N:31]([CH3:33])[CH2:32][C:28]=4[CH:27]=[CH:26][N+:25]=3[O-])[C:20]([C:36]([F:39])([F:38])[F:37])=[CH:19][N:18]=2)=[C:12](OC)[CH:11]=1)(=[O:8])[O:5][CH2:6][CH3:7])[CH3:2].Cl.O, predict the reaction product. The product is: [CH2:6]([O:5][P:4]([CH2:9][C:10]1[CH:15]=[CH:14][C:13]([NH:16][C:17]2[N:22]=[C:21]([NH:23][C:24]3[C:29]4[C:30](=[O:34])[N:31]([CH3:33])[CH2:32][C:28]=4[CH:27]=[CH:26][N:25]=3)[C:20]([C:36]([F:38])([F:39])[F:37])=[CH:19][N:18]=2)=[CH:12][CH:11]=1)(=[O:8])[O:3][CH2:1][CH3:2])[CH3:7]. (5) Given the reactants NC1SC2C3C(CC=2[C:3]=1[C:14](N)=[O:15])=CC=CC=3.[NH2:17][C:18]1[S:22][C:21]2[C:23]3[C:28]([CH2:29][CH2:30][C:20]=2[C:19]=1[C:31]([NH2:33])=[O:32])=[CH:27][CH:26]=[CH:25][CH:24]=3, predict the reaction product. The product is: [C:14]([NH:17][C:18]1[S:22][C:21]2[C:23]3[C:28]([CH2:29][CH2:30][C:20]=2[C:19]=1[C:31]([NH2:33])=[O:32])=[CH:27][CH:26]=[CH:25][CH:24]=3)(=[O:15])[CH3:3]. (6) Given the reactants Br[C:2]1[CH:7]=[C:6]([F:8])[C:5]([C:9]([N:11]2[CH2:16][CH2:15][N:14]([C:17]3[C:22]([CH3:23])=[CH:21][C:20]([CH3:24])=[CH:19][N:18]=3)[CH2:13][CH2:12]2)=[O:10])=[C:4]([F:25])[CH:3]=1.[CH3:26][C@@H:27]1[O:31][C:30](=[O:32])[NH:29][CH2:28]1, predict the reaction product. The product is: [CH3:23][C:22]1[C:17]([N:14]2[CH2:15][CH2:16][N:11]([C:9]([C:5]3[C:6]([F:8])=[CH:7][C:2]([N:29]4[CH2:28][C@H:27]([CH3:26])[O:31][C:30]4=[O:32])=[CH:3][C:4]=3[F:25])=[O:10])[CH2:12][CH2:13]2)=[N:18][CH:19]=[C:20]([CH3:24])[CH:21]=1. (7) Given the reactants [C:1]([O:5][C:6]([N:8]1[CH2:13][CH2:12][CH:11]([CH2:14][N:15]2[C:23]3[C:18](=[CH:19][CH:20]=[C:21]([NH2:24])[CH:22]=3)[C:17]([CH3:26])([CH3:25])[CH2:16]2)[CH2:10][CH2:9]1)=[O:7])([CH3:4])([CH3:3])[CH3:2].Cl[C:28](OC1C=CC([N+]([O-])=O)=CC=1)=[O:29].CO[C:42](=[O:58])[C:43]([CH3:57])([NH:45][CH2:46][C:47]1[C:56]2[C:51](=[CH:52][CH:53]=[CH:54][CH:55]=2)[N:50]=[CH:49][CH:48]=1)[CH3:44], predict the reaction product. The product is: [C:1]([O:5][C:6]([N:8]1[CH2:13][CH2:12][CH:11]([CH2:14][N:15]2[C:23]3[C:18](=[CH:19][CH:20]=[C:21]([N:24]4[C:42](=[O:58])[C:43]([CH3:44])([CH3:57])[N:45]([CH2:46][C:47]5[C:56]6[C:51](=[CH:52][CH:53]=[CH:54][CH:55]=6)[N:50]=[CH:49][CH:48]=5)[C:28]4=[O:29])[CH:22]=3)[C:17]([CH3:26])([CH3:25])[CH2:16]2)[CH2:10][CH2:9]1)=[O:7])([CH3:4])([CH3:2])[CH3:3].